This data is from Forward reaction prediction with 1.9M reactions from USPTO patents (1976-2016). The task is: Predict the product of the given reaction. (1) Given the reactants [C:1]([C:5]1[CH:6]=[C:7]([NH:30][S:31]([CH3:34])(=[O:33])=[O:32])[C:8]([O:28][CH3:29])=[C:9]([NH:11][C:12](=[O:27])[NH:13][C:14]2[C:23]3[C:18](=[CH:19][CH:20]=[CH:21][CH:22]=3)[C:17]([C:24](O)=[O:25])=[CH:16][CH:15]=2)[CH:10]=1)([CH3:4])([CH3:3])[CH3:2].CN(C(ON1N=NC2C=CC=CC1=2)=[N+](C)C)C.[B-](F)(F)(F)F.C(N(CC)CC)C.[OH:64][CH:65]1[CH2:70][CH2:69][NH:68][CH2:67][CH2:66]1, predict the reaction product. The product is: [C:1]([C:5]1[CH:10]=[C:9]([NH:11][C:12]([NH:13][C:14]2[C:23]3[C:18](=[CH:19][CH:20]=[CH:21][CH:22]=3)[C:17]([C:24]([N:68]3[CH2:69][CH2:70][CH:65]([OH:64])[CH2:66][CH2:67]3)=[O:25])=[CH:16][CH:15]=2)=[O:27])[C:8]([O:28][CH3:29])=[C:7]([NH:30][S:31]([CH3:34])(=[O:33])=[O:32])[CH:6]=1)([CH3:2])([CH3:3])[CH3:4]. (2) Given the reactants [OH:1][CH:2]([C:6]1[CH:15]=[CH:14][C:9]([C:10]([O:12][CH3:13])=[O:11])=[CH:8][CH:7]=1)[CH2:3][CH2:4][CH3:5].C(N(CC)CC)C, predict the reaction product. The product is: [C:2]([C:6]1[CH:7]=[CH:8][C:9]([C:10]([O:12][CH3:13])=[O:11])=[CH:14][CH:15]=1)(=[O:1])[CH2:3][CH2:4][CH3:5]. (3) Given the reactants Br[C:2]1[C:7]([CH3:8])=[CH:6][C:5]([NH:9][C:10](=[O:12])[CH3:11])=[CH:4][C:3]=1[CH3:13].[Li]CCCC.CN([CH:22]=[O:23])C, predict the reaction product. The product is: [CH:22]([C:2]1[C:7]([CH3:8])=[CH:6][C:5]([NH:9][C:10](=[O:12])[CH3:11])=[CH:4][C:3]=1[CH3:13])=[O:23]. (4) The product is: [CH2:11]([C@@H:13]1[N:18]([C:2]2[CH:7]=[N:6][C:5]([N+:8]([O-:10])=[O:9])=[CH:4][CH:3]=2)[CH2:17][CH2:16][N:15]([C:19]([O:21][C:22]([CH3:23])([CH3:25])[CH3:24])=[O:20])[CH2:14]1)[CH3:12]. Given the reactants Br[C:2]1[CH:3]=[CH:4][C:5]([N+:8]([O-:10])=[O:9])=[N:6][CH:7]=1.[CH2:11]([C@@H:13]1[NH:18][CH2:17][CH2:16][N:15]([C:19]([O:21][C:22]([CH3:25])([CH3:24])[CH3:23])=[O:20])[CH2:14]1)[CH3:12].CC1(C)C2C(=C(P(C3C=CC=CC=3)C3C=CC=CC=3)C=CC=2)OC2C(P(C3C=CC=CC=3)C3C=CC=CC=3)=CC=CC1=2.C(=O)([O-])[O-].[Cs+].[Cs+], predict the reaction product. (5) Given the reactants [CH2:1]([C:5]1[CH:6]=[C:7](B(O)O)[C:8]2[O:12][CH2:11][C:10]([CH3:14])([CH3:13])[C:9]=2[CH:15]=1)[CH:2]([CH3:4])[CH3:3].[F:19][C:20]1[C:27](I)=[C:26]([O:29][CH3:30])[C:25]([F:31])=[CH:24][C:21]=1[CH:22]=[O:23], predict the reaction product. The product is: [F:19][C:20]1[C:27]([C:7]2[C:8]3[O:12][CH2:11][C:10]([CH3:14])([CH3:13])[C:9]=3[CH:15]=[C:5]([CH2:1][CH:2]([CH3:4])[CH3:3])[CH:6]=2)=[C:26]([O:29][CH3:30])[C:25]([F:31])=[CH:24][C:21]=1[CH:22]=[O:23]. (6) Given the reactants [OH:1][C:2]1[C:3]([CH:9]=[O:10])=[N:4][C:5]([CH3:8])=[CH:6][CH:7]=1.[C:11]1([Mg]Br)[CH:16]=[CH:15][CH:14]=[CH:13][CH:12]=1.O, predict the reaction product. The product is: [OH:10][CH:9]([C:11]1[CH:16]=[CH:15][CH:14]=[CH:13][CH:12]=1)[C:3]1[C:2]([OH:1])=[CH:7][CH:6]=[C:5]([CH3:8])[N:4]=1.